From a dataset of HIV replication inhibition screening data with 41,000+ compounds from the AIDS Antiviral Screen. Binary Classification. Given a drug SMILES string, predict its activity (active/inactive) in a high-throughput screening assay against a specified biological target. (1) The drug is CCOC(=O)C(NC(=O)Nc1ccc(Cl)c(Cl)c1)C(F)(F)F. The result is 0 (inactive). (2) The molecule is COC(=O)c1cccc2cccc(C(=O)Nc3ccc(Cl)cc3)c12. The result is 0 (inactive). (3) The drug is N=C1NS(=O)(=O)NC(=N)C1=Cc1ccc([N+](=O)[O-])o1. The result is 0 (inactive). (4) The molecule is O=C(NN=Cc1ccc(Cl)cc1Cl)c1ccccc1SSc1ccccc1C(=O)NN=Cc1ccc(Cl)cc1Cl. The result is 1 (active).